This data is from Reaction yield outcomes from USPTO patents with 853,638 reactions. The task is: Predict the reaction yield, written as a fraction of the theoretical maximum amount of product (1.0 means a 100% yield; for example, 0.34 means a 34% yield). (1) The reactants are [CH3:1][C:2]1[N:7]=[C:6]([C:8]2[CH:13]=[CH:12][CH:11]=[C:10]([C:14]3[CH:15]=[C:16]([S:20](Cl)(=[O:22])=[O:21])[CH:17]=[CH:18][CH:19]=3)[N:9]=2)[CH:5]=[C:4]([C:24]2[CH:29]=[CH:28][C:27]([C:30]([F:33])([F:32])[F:31])=[CH:26][CH:25]=2)[CH:3]=1.[CH:34]1([NH:37][CH3:38])[CH2:36][CH2:35]1. The catalyst is C1COCC1.CCOC(C)=O. The product is [CH:34]1([N:37]([CH3:38])[S:20]([C:16]2[CH:17]=[CH:18][CH:19]=[C:14]([C:10]3[N:9]=[C:8]([C:6]4[CH:5]=[C:4]([C:24]5[CH:25]=[CH:26][C:27]([C:30]([F:33])([F:32])[F:31])=[CH:28][CH:29]=5)[CH:3]=[C:2]([CH3:1])[N:7]=4)[CH:13]=[CH:12][CH:11]=3)[CH:15]=2)(=[O:22])=[O:21])[CH2:36][CH2:35]1. The yield is 0.510. (2) The reactants are Cl[C:2]1[CH:7]=[CH:6][N:5]=[C:4]([CH:8]([O:11]C)[O:9]C)[CH:3]=1.O[Li].O.[CH2:16]1[CH2:20]OC[CH2:17]1.CO. The catalyst is O. The product is [NH:5]1[C:6]2[C:7](=[CH:2][CH:17]=[CH:16][CH:20]=2)[CH:3]=[C:4]1[C:8]([OH:9])=[O:11]. The yield is 0.905. (3) The reactants are Cl[C:2]1[N:11]=[C:10]([NH:12][CH2:13][CH2:14][CH:15]([C:22]2[CH:27]=[CH:26][CH:25]=[CH:24][CH:23]=2)[C:16]2[CH:21]=[CH:20][CH:19]=[CH:18][CH:17]=2)[C:9]2[C:4](=[CH:5][CH:6]=[CH:7][CH:8]=2)[N:3]=1.[CH3:28][N:29]([CH3:39])[C:30]1[N:35]=[CH:34][C:33](B(O)O)=[CH:32][N:31]=1.C(NC1C2C(=CC=CC=2)N=C(C2SC3C=CC=CC=3C=2)N=1)(C1C=CC=CC=1)C1C=CC=CC=1. The catalyst is C1CCCCC1.CCOC(C)=O. The product is [C:16]1([CH:15]([C:22]2[CH:27]=[CH:26][CH:25]=[CH:24][CH:23]=2)[CH2:14][CH2:13][NH:12][C:10]2[C:9]3[C:4](=[CH:5][CH:6]=[CH:7][CH:8]=3)[N:3]=[C:2]([C:33]3[CH:32]=[N:31][C:30]([N:29]([CH3:39])[CH3:28])=[N:35][CH:34]=3)[N:11]=2)[CH:21]=[CH:20][CH:19]=[CH:18][CH:17]=1. The yield is 0.810. (4) The reactants are O1C2C(=CC=CC=2)[C@H]([NH:11][C:12]([C@@H:14]2[CH2:23][C:22]3[C:17](=[CH:18][C:19]([C@H:24]4[CH2:28][C@@H:27]([C:29](=[O:41])[NH:30][C@H:31]5[C:40]6[C:35](=[CH:36][CH:37]=[CH:38][CH:39]=6)[CH2:34][CH2:33][CH2:32]5)[N:26]([C:42](=[O:55])[C@@H:43]([NH:48][C:49](=[O:54])[C@@H:50]([NH:52][CH3:53])[CH3:51])[C:44]([CH3:47])([CH3:46])[CH3:45])[CH2:25]4)=[CH:20][CH:21]=3)[CH2:16][N:15]2[C:56](=[O:69])[C@@H:57]([NH:62][C:63](=[O:68])[C@@H:64]([NH:66][CH3:67])[CH3:65])[C:58]([CH3:61])([CH3:60])[CH3:59])=[O:13])CC1.C(OC(N(C)[C@@H](C)C(N[C@@H](C(C)(C)C)C(N1C[C@@H](C2C=C3C(C[C@@H](C(=O)N[C@H]4C5C(=CC=CC=5)CCC4)N(C(=O)[C@@H](NC(=O)[C@@H](N(C(OC(C)(C)C)=O)C)C)C(C)(C)C)C3)=CC=2)C[C@H]1C(N[C@@H](CC1C=CC=CC=1)C(O)=O)=O)=O)=O)=O)(C)(C)C.[C:154]1([CH2:160][C@@H:161]([C:163]2[NH:167][N:166]=[N:165][N:164]=2)N)[CH:159]=[CH:158][CH:157]=[CH:156][CH:155]=1.C(O)(C(F)(F)F)=O. No catalyst specified. The product is [CH3:46][C:44]([CH3:47])([CH3:45])[C@H:43]([NH:48][C:49](=[O:54])[C@@H:50]([NH:52][CH3:53])[CH3:51])[C:42]([N:26]1[CH:27]([C:29]([NH:30][C@H:31]2[C:40]3[C:35](=[CH:36][CH:37]=[CH:38][CH:39]=3)[CH2:34][CH2:33][CH2:32]2)=[O:41])[CH2:18][C:19]2[C:24](=[CH:28][C:22]([C@H:17]3[CH2:23][C@@H:14]([C:12](=[O:13])[NH:11][C@H:161]([C:163]4[NH:167][N:166]=[N:165][N:164]=4)[CH2:160][C:154]4[CH:159]=[CH:158][CH:157]=[CH:156][CH:155]=4)[N:15]([C:56](=[O:69])[C@@H:57]([NH:62][C:63](=[O:68])[C@@H:64]([NH:66][CH3:67])[CH3:65])[C:58]([CH3:59])([CH3:61])[CH3:60])[CH2:16]3)=[CH:21][CH:20]=2)[CH2:25]1)=[O:55]. The yield is 0.330. (5) The reactants are [C:1](OC(=O)C)(=[O:3])[CH3:2].[NH2:8][C@H:9]1[CH2:14][CH2:13][CH2:12][C@H:11]([C:15]([O:17][CH3:18])=[O:16])[CH2:10]1. The catalyst is N1C=CC=CC=1. The product is [C:1]([NH:8][C@H:9]1[CH2:14][CH2:13][CH2:12][C@H:11]([C:15]([O:17][CH3:18])=[O:16])[CH2:10]1)(=[O:3])[CH3:2]. The yield is 0.690. (6) The reactants are [Br:1][C:2]1[S:6][C:5]([C:7](Cl)=[O:8])=[CH:4][CH:3]=1.[CH:10]1([NH:13][C:14]2[CH:19]=[CH:18][CH:17]=[C:16]([O:20][CH3:21])[CH:15]=2)[CH2:12][CH2:11]1.C(N(CC)CC)C. The catalyst is C(Cl)Cl. The product is [Br:1][C:2]1[S:6][C:5]([C:7]([N:13]([CH:10]2[CH2:11][CH2:12]2)[C:14]2[CH:19]=[CH:18][CH:17]=[C:16]([O:20][CH3:21])[CH:15]=2)=[O:8])=[CH:4][CH:3]=1. The yield is 0.490.